Dataset: Full USPTO retrosynthesis dataset with 1.9M reactions from patents (1976-2016). Task: Predict the reactants needed to synthesize the given product. (1) Given the product [N:1]1([S:6]([C:9]2[CH:10]=[C:11]3[C:15](=[CH:16][CH:17]=2)[NH:14][C:13](=[O:18])[C:12]23[O:23][CH2:22][CH2:21][CH2:20][O:19]2)(=[O:8])=[O:7])[CH2:5][CH2:4][CH2:3][CH2:2]1, predict the reactants needed to synthesize it. The reactants are: [N:1]1([S:6]([C:9]2[CH:10]=[C:11]3[C:15](=[CH:16][CH:17]=2)[NH:14][C:13](=[O:18])[C:12]3=[O:19])(=[O:8])=[O:7])[CH2:5][CH2:4][CH2:3][CH2:2]1.[CH2:20](O)[CH2:21][CH2:22][OH:23].C1(C)C=CC(S(O)(=O)=O)=CC=1. (2) Given the product [CH3:19][CH2:18][CH2:11][CH:12]([CH3:17])[CH3:13].[CH3:1][S:2]([O:5][CH2:6][CH:7]1[CH2:10][N:9]([C:33]([O:35][C:36]([CH3:37])([CH3:38])[CH3:39])=[O:34])[CH2:8]1)(=[O:4])=[O:3], predict the reactants needed to synthesize it. The reactants are: [CH3:1][S:2]([O:5][CH2:6][CH:7]1[CH2:10][N:9]([CH:11]([C:18]2C=CC=C[CH:19]=2)[C:12]2[CH:17]=CC=C[CH:13]=2)[CH2:8]1)(=[O:4])=[O:3].Cl.[C:33](O[C:33]([O:35][C:36]([CH3:39])([CH3:38])[CH3:37])=[O:34])([O:35][C:36]([CH3:39])([CH3:38])[CH3:37])=[O:34].CCN(CC)CC. (3) Given the product [CH3:1][N:2]1[CH2:7][CH2:6][C:5]([C:8]2[CH:9]=[CH:10][C:11]([F:14])=[CH:12][CH:13]=2)([CH2:15][NH:16][C:30]([C:21]2[C:22]3[C:27](=[CH:26][CH:25]=[CH:24][CH:23]=3)[C:28]([CH3:29])=[C:19]([C:17]#[N:18])[CH:20]=2)=[O:31])[CH2:4][CH2:3]1, predict the reactants needed to synthesize it. The reactants are: [CH3:1][N:2]1[CH2:7][CH2:6][C:5]([CH2:15][NH2:16])([C:8]2[CH:13]=[CH:12][C:11]([F:14])=[CH:10][CH:9]=2)[CH2:4][CH2:3]1.[C:17]([C:19]1[CH:20]=[C:21]([C:30](Cl)=[O:31])[C:22]2[C:27]([C:28]=1[CH3:29])=[CH:26][CH:25]=[CH:24][CH:23]=2)#[N:18]. (4) Given the product [C:8]([C:6]1[CH:7]=[C:2]([Cl:1])[C:3]([N:18]2[CH2:23][CH2:22][CH:21]([C:24]([O:26][C:27]([CH3:30])([CH3:29])[CH3:28])=[O:25])[CH2:20][CH2:19]2)=[N:4][C:5]=1[CH2:11][N:12]1[CH2:16][CH2:15][CH2:14][C:13]1=[O:17])(=[O:9])[CH2:31][CH2:32][CH3:33], predict the reactants needed to synthesize it. The reactants are: [Cl:1][C:2]1[C:3]([N:18]2[CH2:23][CH2:22][CH:21]([C:24]([O:26][C:27]([CH3:30])([CH3:29])[CH3:28])=[O:25])[CH2:20][CH2:19]2)=[N:4][C:5]([CH2:11][N:12]2[CH2:16][CH2:15][CH2:14][C:13]2=[O:17])=[C:6]([C:8](F)=[O:9])[CH:7]=1.[CH2:31]([Mg]Br)[CH2:32][CH3:33]. (5) Given the product [Cl:4][C:5]1[CH:10]=[C:9]([O:2][CH3:1])[N:8]=[C:7]([S:12][CH3:13])[N:6]=1, predict the reactants needed to synthesize it. The reactants are: [CH3:1][O-:2].[Na+].[Cl:4][C:5]1[CH:10]=[C:9](Cl)[N:8]=[C:7]([S:12][CH3:13])[N:6]=1. (6) Given the product [CH3:1][C:2]1[N:3]=[C:4]([NH:7][C:8]([C:10]2[C:15]([NH:16][C:19]3[CH:20]=[N:21][CH:22]=[CH:23][CH:24]=3)=[CH:14][CH:13]=[C:12]([CH3:17])[N:11]=2)=[O:9])[S:5][CH:6]=1, predict the reactants needed to synthesize it. The reactants are: [CH3:1][C:2]1[N:3]=[C:4]([NH:7][C:8]([C:10]2[C:15]([NH2:16])=[CH:14][CH:13]=[C:12]([CH3:17])[N:11]=2)=[O:9])[S:5][CH:6]=1.Br[C:19]1[CH:20]=[N:21][CH:22]=[CH:23][CH:24]=1. (7) Given the product [Cl:1][C:2]1[CH:3]=[C:4]([S:20]([NH:41][C:40]2[CH:39]=[CH:38][C:37]([O:36][CH:33]([CH3:35])[CH3:34])=[CH:43][CH:42]=2)(=[O:22])=[O:21])[CH:5]=[C:6]([Cl:19])[C:7]=1[O:8][C:9]1[CH:14]=[CH:13][C:12]([N+:15]([O-:17])=[O:16])=[CH:11][C:10]=1[Cl:18], predict the reactants needed to synthesize it. The reactants are: [Cl:1][C:2]1[CH:3]=[C:4]([S:20](Cl)(=[O:22])=[O:21])[CH:5]=[C:6]([Cl:19])[C:7]=1[O:8][C:9]1[CH:14]=[CH:13][C:12]([N+:15]([O-:17])=[O:16])=[CH:11][C:10]=1[Cl:18].CCN(C(C)C)C(C)C.[CH:33]([O:36][C:37]1[CH:43]=[CH:42][C:40]([NH2:41])=[CH:39][CH:38]=1)([CH3:35])[CH3:34]. (8) Given the product [CH3:15][C:16]1[CH:17]=[C:18]([CH2:19][NH:20][CH:2]2[CH2:7][CH2:6][N:5]([C:8]([O:10][C:11]([CH3:14])([CH3:13])[CH3:12])=[O:9])[CH2:4][CH2:3]2)[CH:21]=[CH:22][CH:23]=1, predict the reactants needed to synthesize it. The reactants are: O=[C:2]1[CH2:7][CH2:6][N:5]([C:8]([O:10][C:11]([CH3:14])([CH3:13])[CH3:12])=[O:9])[CH2:4][CH2:3]1.[CH3:15][C:16]1[CH:17]=[C:18]([CH:21]=[CH:22][CH:23]=1)[CH2:19][NH2:20].C(O)(=O)C.[BH3-]C#N.[Na+].